Dataset: Forward reaction prediction with 1.9M reactions from USPTO patents (1976-2016). Task: Predict the product of the given reaction. (1) Given the reactants [NH2:1][C:2]1[C:3]([N+:20]([O-])=O)=[C:4]([C:14]2[CH:19]=[CH:18][CH:17]=[CH:16][CH:15]=2)[CH:5]=[C:6]([O:12]C)[C:7]=1[C:8]([O:10]C)=[O:9].[CH:23]([CH:25]=O)=O.B(Br)(Br)Br, predict the reaction product. The product is: [OH:12][C:6]1[CH:5]=[C:4]([C:14]2[CH:19]=[CH:18][CH:17]=[CH:16][CH:15]=2)[C:3]2[N:20]=[CH:25][CH:23]=[N:1][C:2]=2[C:7]=1[C:8]([OH:10])=[O:9]. (2) The product is: [CH:18]1([C:15]2[N:14]([CH3:21])[C:13]3[CH:12]=[C:11]([C:22]([O:24][CH2:25][CH3:26])=[O:23])[CH:10]=[C:9]([OH:8])[C:17]=3[N:16]=2)[CH2:19][CH2:20]1. Given the reactants C([O:8][C:9]1[C:17]2[N:16]=[C:15]([CH:18]3[CH2:20][CH2:19]3)[N:14]([CH3:21])[C:13]=2[CH:12]=[C:11]([C:22]([O:24][CH2:25][CH3:26])=[O:23])[CH:10]=1)C1C=CC=CC=1, predict the reaction product.